This data is from Reaction yield outcomes from USPTO patents with 853,638 reactions. The task is: Predict the reaction yield, written as a fraction of the theoretical maximum amount of product (1.0 means a 100% yield; for example, 0.34 means a 34% yield). (1) The reactants are [CH2:1]([O:8][C:9]1[N:10]=[N:11][C:12]([CH2:23]C2C=CC=C(Cl)C=2)=[CH:13][C:14]=1[O:15][CH2:16][C:17]1[CH:22]=[CH:21][CH:20]=[CH:19][CH:18]=1)[C:2]1[CH:7]=[CH:6][CH:5]=[CH:4][CH:3]=1.C(OC1N=NC(Cl)=CC=1OCC1C=CC=CC=1)C1C=CC=CC=1.[Cl-].[Cl:55][C:56]1[CH:63]=[CH:62][C:59](C[Zn+])=[CH:58][CH:57]=1. No catalyst specified. The product is [CH2:1]([O:8][C:9]1[N:10]=[N:11][C:12]([CH2:23][C:59]2[CH:62]=[CH:63][C:56]([Cl:55])=[CH:57][CH:58]=2)=[CH:13][C:14]=1[O:15][CH2:16][C:17]1[CH:22]=[CH:21][CH:20]=[CH:19][CH:18]=1)[C:2]1[CH:7]=[CH:6][CH:5]=[CH:4][CH:3]=1. The yield is 0.950. (2) The reactants are [F:1][C:2]1[CH:7]=[CH:6][C:5]([C:8]2[CH:16]=[CH:15][CH:14]=[C:13]3[C:9]=2[CH:10]=[CH:11][NH:12]3)=[CH:4][CH:3]=1.[Br-].[Br-].[Br-].[NH+]1C=CC=CC=1.[NH+]1C=CC=CC=1.[NH+]1C=CC=CC=1.C(O)(=[O:40])C. The catalyst is CC(O)(C)C.C(O)C.C(O)(=O)C.[Zn]. The product is [F:1][C:2]1[CH:3]=[CH:4][C:5]([C:8]2[CH:16]=[CH:15][CH:14]=[C:13]3[C:9]=2[CH2:10][C:11](=[O:40])[NH:12]3)=[CH:6][CH:7]=1. The yield is 0.980. (3) The reactants are Cl[C:2]1[C:11]2[C:6](=[CH:7][C:8]([S:12]([O:15][C:16]3[C:21]([F:22])=[C:20]([F:23])[C:19]([F:24])=[C:18]([F:25])[C:17]=3[F:26])(=[O:14])=[O:13])=[CH:9][CH:10]=2)[CH:5]=[CH:4][N:3]=1.[Cl:27][C:28]1[CH:33]=[CH:32][C:31](B(O)O)=[C:30]([CH2:37][OH:38])[CH:29]=1.C(=O)([O-])[O-].[K+].[K+]. The catalyst is C1C=CC([P]([Pd]([P](C2C=CC=CC=2)(C2C=CC=CC=2)C2C=CC=CC=2)([P](C2C=CC=CC=2)(C2C=CC=CC=2)C2C=CC=CC=2)[P](C2C=CC=CC=2)(C2C=CC=CC=2)C2C=CC=CC=2)(C2C=CC=CC=2)C2C=CC=CC=2)=CC=1. The product is [Cl:27][C:28]1[CH:33]=[CH:32][C:31]([C:2]2[C:11]3[C:6](=[CH:7][C:8]([S:12]([O:15][C:16]4[C:17]([F:26])=[C:18]([F:25])[C:19]([F:24])=[C:20]([F:23])[C:21]=4[F:22])(=[O:13])=[O:14])=[CH:9][CH:10]=3)[CH:5]=[CH:4][N:3]=2)=[C:30]([CH2:37][OH:38])[CH:29]=1. The yield is 0.498. (4) The reactants are N[C:2]1[CH:3]=[CH:4][C:5]([C:12]2[O:13][CH:14]=[CH:15][CH:16]=2)=[C:6]2[C:10]=1[C:9](=[O:11])[NH:8][CH2:7]2.[I-:17].[K+].II.N(OC(C)(C)C)=O. The catalyst is C(#N)C.[Cu](I)I. The product is [I:17][C:2]1[CH:3]=[CH:4][C:5]([C:12]2[O:13][CH:14]=[CH:15][CH:16]=2)=[C:6]2[C:10]=1[C:9](=[O:11])[NH:8][CH2:7]2. The yield is 0.580. (5) The reactants are [CH2:1]([C:8]1[S:12][C:11]([NH2:13])=[N:10][C:9]=1[C:14]1[CH:19]=[CH:18][C:17]([O:20][CH3:21])=[CH:16][CH:15]=1)[C:2]1[CH:7]=[CH:6][CH:5]=[CH:4][CH:3]=1.[F:22][C:23]1[CH:24]=[C:25]([CH:29]=[C:30]([F:32])[CH:31]=1)[C:26](Cl)=[O:27]. No catalyst specified. The product is [CH2:1]([C:8]1[S:12][C:11]([NH:13][C:26](=[O:27])[C:25]2[CH:24]=[C:23]([F:22])[CH:31]=[C:30]([F:32])[CH:29]=2)=[N:10][C:9]=1[C:14]1[CH:15]=[CH:16][C:17]([O:20][CH3:21])=[CH:18][CH:19]=1)[C:2]1[CH:3]=[CH:4][CH:5]=[CH:6][CH:7]=1. The yield is 0.591. (6) The reactants are Cl[C:2]1[CH:7]=[CH:6][N:5](C2C=CC(OCC(O)(C)C)=C(OC)C=2)[C:4](=[O:22])[CH:3]=1.[CH3:39][C:33]1(C)[C:34](C)([CH3:37])[O:35][B:31]([B:31]2[O:35][C:34]([CH3:37])(C)[C:33]([CH3:39])(C)[O:32]2)[O:32]1.[C:41]([O-:44])(=O)[CH3:42].[K+].[CH3:46]C(C1C=C(C(C)C)C(C2C=CC=CC=2P(C2CCCCC2)C2CCCCC2)=C(C(C)C)C=1)C.[O:80]1[CH2:85][CH2:84][O:83][CH2:82][CH2:81]1. The catalyst is C1C=CC(/C=C/C(/C=C/C2C=CC=CC=2)=O)=CC=1.C1C=CC(/C=C/C(/C=C/C2C=CC=CC=2)=O)=CC=1.C1C=CC(/C=C/C(/C=C/C2C=CC=CC=2)=O)=CC=1.C(Cl)(Cl)Cl.[Pd].[Pd]. The product is [OH:44][C:41]([CH3:42])([CH3:46])[CH2:81][O:80][C:85]1[CH:39]=[CH:33][C:34]([O:35][B:31]([C:2]2[CH:7]=[CH:6][NH:5][C:4](=[O:22])[CH:3]=2)[OH:32])=[CH:37][C:84]=1[O:83][CH3:82]. The yield is 0.363. (7) The reactants are [Cl:1][C:2]1[CH:7]=[CH:6][CH:5]=[CH:4][C:3]=1[CH:8]([N:12]1[CH2:17][CH2:16][NH:15][CH2:14][CH2:13]1)[C:9]([NH2:11])=[O:10].[CH2:18]1[CH2:22]OC[CH2:19]1.O.[C:24]([O-:27])([O-])=[O:25].[K+].[K+].[CH3:30]COC(C)=O. No catalyst specified. The product is [C:18]([O:27][C:24]([N:15]1[CH2:16][CH2:17][N:12]([CH:8]([C:9](=[O:10])[NH2:11])[C:3]2[CH:4]=[CH:5][CH:6]=[CH:7][C:2]=2[Cl:1])[CH2:13][CH2:14]1)=[O:25])([CH3:19])([CH3:22])[CH3:30]. The yield is 0.560. (8) The reactants are [ClH:1].[F:2][C:3]1[CH:8]=[C:7]([F:9])[CH:6]=[CH:5][C:4]=1[S:10][C:11]1C=C[C:14]2[N:15]([C:17]([CH:20]([CH3:22])[CH3:21])=[N:18][N:19]=2)[CH:16]=1.BrN1C(=O)CCC1=O.Cl[CH:32]([Cl:36])[C:33](O)=O.C(OCC)(=O)C. The catalyst is ClCCCl. The product is [Cl:1][C:16]1[N:15]2[C:17]([CH:20]([CH3:22])[CH3:21])=[N:18][N:19]=[C:14]2[CH:33]=[C:32]([Cl:36])[C:11]=1[S:10][C:4]1[CH:5]=[CH:6][C:7]([F:9])=[CH:8][C:3]=1[F:2]. The yield is 0.100. (9) The reactants are [F:1][C:2]1[CH:7]=[CH:6][C:5]([C:8]2[C:12]3[C:13](=[O:17])[NH:14][CH2:15][CH2:16][C:11]=3[NH:10][C:9]=2[CH:18]=O)=[CH:4][CH:3]=1.[F:20][C:21]1[CH:22]=[C:23]2[C:27](=[CH:28][CH:29]=1)[NH:26][C:25](=[O:30])[CH2:24]2.N1CCCCC1.CN(C)C=O. The catalyst is C(O)C. The product is [F:20][C:21]1[CH:22]=[C:23]2[C:27](=[CH:28][CH:29]=1)[NH:26][C:25](=[O:30])[C:24]2=[CH:18][C:9]1[NH:10][C:11]2[CH2:16][CH2:15][NH:14][C:13](=[O:17])[C:12]=2[C:8]=1[C:5]1[CH:4]=[CH:3][C:2]([F:1])=[CH:7][CH:6]=1. The yield is 0.659.